Predict the product of the given reaction. From a dataset of Forward reaction prediction with 1.9M reactions from USPTO patents (1976-2016). (1) Given the reactants [CH3:1][N:2]([C:9]1[S:13][C:12]([C:14]2[CH:15]=[N:16][CH:17]=[CH:18][CH:19]=2)=[N:11][C:10]=1[CH3:20])[C:3](=[O:8])[CH2:4][CH2:5][S:6][CH3:7].B1([O-])OO1.[OH2:25].[OH2:26].O.O.[Na+].C([O-])(O)=O.[Na+].ClCCl, predict the reaction product. The product is: [CH3:7][S:6]([CH2:5][CH2:4][C:3]([N:2]([CH3:1])[C:9]1[S:13][C:12]([C:14]2[CH:15]=[N:16][CH:17]=[CH:18][CH:19]=2)=[N:11][C:10]=1[CH3:20])=[O:8])(=[O:26])=[O:25]. (2) Given the reactants [F:1][C:2]1[CH:7]=[CH:6][C:5]([S:8]([NH:11][C:12]2[C:21]([C:22]([O:24][CH3:25])=[O:23])=[C:20]3[C:15]([CH:16]4[CH2:26][CH:17]4[CH2:18][O:19]3)=[CH:14][CH:13]=2)(=[O:10])=[O:9])=[C:4]([N+:27]([O-:29])=[O:28])[CH:3]=1.[H-].[Na+].Cl[C:33]([O:35][CH3:36])=[O:34].C(=O)(O)[O-].[Na+], predict the reaction product. The product is: [CH3:36][O:35][C:33]([N:11]([C:12]1[C:21]([C:22]([O:24][CH3:25])=[O:23])=[C:20]2[C:15]([CH:16]3[CH2:26][CH:17]3[CH2:18][O:19]2)=[CH:14][CH:13]=1)[S:8]([C:5]1[CH:6]=[CH:7][C:2]([F:1])=[CH:3][C:4]=1[N+:27]([O-:29])=[O:28])(=[O:10])=[O:9])=[O:34]. (3) Given the reactants Br[C:2]1[C:3]([F:21])=[C:4]([CH:18]=[CH:19][CH:20]=1)[CH2:5][O:6][C:7]1[CH:12]=[CH:11][CH:10]=[CH:9][C:8]=1[CH2:13][C:14]([O:16]C)=[O:15].[OH:22][CH2:23][C@@H:24]([NH:40]C(=O)OC(C)(C)C)[C:25]1[CH:30]=[CH:29][CH:28]=[C:27](B2OC(C)(C)C(C)(C)O2)[CH:26]=1, predict the reaction product. The product is: [NH2:40][C@@H:24]([C:25]1[CH:26]=[C:27]([C:2]2[CH:20]=[CH:19][CH:18]=[C:4]([CH2:5][O:6][C:7]3[CH:12]=[CH:11][CH:10]=[CH:9][C:8]=3[CH2:13][C:14]([OH:16])=[O:15])[C:3]=2[F:21])[CH:28]=[CH:29][CH:30]=1)[CH2:23][OH:22]. (4) Given the reactants ClCCl.[CH2:4]([O:6][C:7]1[CH:12]=[CH:11][C:10]([C:13]2[CH:18]=[CH:17][C:16]([CH:19]3[CH2:24][CH2:23][CH:22]([CH:25]4[CH2:30][CH2:29][CH:28]([CH2:31][CH2:32][CH3:33])[CH2:27][CH2:26]4)[O:21][CH:20]3O)=[C:15]([F:35])[C:14]=2[F:36])=[C:9]([F:37])[C:8]=1[F:38])[CH3:5].C([SiH](CC)CC)C, predict the reaction product. The product is: [CH2:4]([O:6][C:7]1[CH:12]=[CH:11][C:10]([C:13]2[CH:18]=[CH:17][C:16]([CH:19]3[CH2:20][O:21][CH:22]([CH:25]4[CH2:30][CH2:29][CH:28]([CH2:31][CH2:32][CH3:33])[CH2:27][CH2:26]4)[CH2:23][CH2:24]3)=[C:15]([F:35])[C:14]=2[F:36])=[C:9]([F:37])[C:8]=1[F:38])[CH3:5]. (5) Given the reactants [CH3:1][O:2][CH2:3][CH2:4][NH:5][C:6]1[N:14]=[C:13]2[C:9]([N:10]=[CH:11][N:12]2[CH:15]2[CH2:20][CH2:19][CH2:18][CH2:17][O:16]2)=[C:8]([NH2:21])[N:7]=1.[Br:22]Br.C(=O)([O-])O.[Na+].O, predict the reaction product. The product is: [Br:22][C:11]1[N:12]([CH:15]2[CH2:20][CH2:19][CH2:18][CH2:17][O:16]2)[C:13]2[C:9]([N:10]=1)=[C:8]([NH2:21])[N:7]=[C:6]([NH:5][CH2:4][CH2:3][O:2][CH3:1])[N:14]=2. (6) Given the reactants [CH3:1][C:2]1[CH:3]=[C:4]([CH:7]=[CH:8][C:9]=1[O:10][C:11]([CH3:14])([CH3:13])[CH3:12])[C:5]#[N:6].C1C(=O)N([Br:22])C(=O)C1, predict the reaction product. The product is: [Br:22][CH2:1][C:2]1[CH:3]=[C:4]([CH:7]=[CH:8][C:9]=1[O:10][C:11]([CH3:14])([CH3:13])[CH3:12])[C:5]#[N:6].